From a dataset of Full USPTO retrosynthesis dataset with 1.9M reactions from patents (1976-2016). Predict the reactants needed to synthesize the given product. Given the product [Cl:49][C:2]([Cl:1])([Cl:48])[CH2:3][O:4][C:5]([N:7]1[C:19]2[CH2:18][N:17]([S:20]([CH2:23][CH:24]([CH:32]3[CH2:33][CH2:34][N:35]([C:38]([O:40][CH2:41][C:42]4[CH:47]=[CH:46][CH:45]=[CH:44][CH:43]=4)=[O:39])[CH2:36][CH2:37]3)[C:25]([OH:27])=[O:26])(=[O:22])=[O:21])[CH2:16][CH2:15][C:14]=2[C:13]2[C:8]1=[CH:9][CH:10]=[CH:11][CH:12]=2)=[O:6], predict the reactants needed to synthesize it. The reactants are: [Cl:1][C:2]([Cl:49])([Cl:48])[CH2:3][O:4][C:5]([N:7]1[C:19]2[CH2:18][N:17]([S:20]([CH2:23][CH:24]([CH:32]3[CH2:37][CH2:36][N:35]([C:38]([O:40][CH2:41][C:42]4[CH:47]=[CH:46][CH:45]=[CH:44][CH:43]=4)=[O:39])[CH2:34][CH2:33]3)[C:25]([O:27]C(C)(C)C)=[O:26])(=[O:22])=[O:21])[CH2:16][CH2:15][C:14]=2[C:13]2[C:8]1=[CH:9][CH:10]=[CH:11][CH:12]=2)=[O:6].CO.